Dataset: Full USPTO retrosynthesis dataset with 1.9M reactions from patents (1976-2016). Task: Predict the reactants needed to synthesize the given product. (1) Given the product [OH:8][CH:9]([CH2:28][C:29]1[CH:34]=[CH:33][CH:32]=[CH:31][CH:30]=1)/[CH:10]=[CH:11]/[C@H:12]1[CH2:17][CH2:16][CH2:15][C:14](=[O:18])[N:13]1[CH2:19][CH2:20][CH2:21][CH2:22][CH2:23][CH2:24][C:25]([NH2:3])=[O:26], predict the reactants needed to synthesize it. The reactants are: C([N:3](CC)CC)C.[OH:8][CH:9]([CH2:28][C:29]1[CH:34]=[CH:33][CH:32]=[CH:31][CH:30]=1)/[CH:10]=[CH:11]/[C@H:12]1[CH2:17][CH2:16][CH2:15][C:14](=[O:18])[N:13]1[CH2:19][CH2:20][CH2:21][CH2:22][CH2:23][CH2:24][C:25](O)=[O:26].ClC(OCC)=O.N. (2) Given the product [Br:23][C:18]1[C:17]([OH:20])=[CH:16][C:9]2[C@@:10]3([CH3:15])[C@H:13]([CH3:14])[C@H:6]([N:5]([C:3](=[O:4])[C:2]([F:1])([F:21])[F:22])[CH2:12][CH2:11]3)[CH2:7][C:8]=2[CH:19]=1, predict the reactants needed to synthesize it. The reactants are: [F:1][C:2]([F:22])([F:21])[C:3]([N:5]1[CH2:12][CH2:11][C@:10]2([CH3:15])[C@H:13]([CH3:14])[C@H:6]1[CH2:7][C:8]1[CH:19]=[CH:18][C:17]([OH:20])=[CH:16][C:9]=12)=[O:4].[Br-:23].[Br-].[Br-].[NH+]1C=CC=CC=1.[NH+]1C=CC=CC=1.[NH+]1C=CC=CC=1.O. (3) Given the product [N:1]1([S:7]([NH:10][C:11]([C:13]2[CH2:17][CH:16]([C:18]3[CH:23]=[CH:22][CH:21]=[CH:20][CH:19]=3)[N:15]([C:24]3[CH:29]=[CH:28][C:27]([Cl:30])=[CH:26][CH:25]=3)[N:14]=2)=[N:40][CH3:39])(=[O:9])=[O:8])[CH2:6][CH2:5][CH2:4][CH2:3][CH2:2]1, predict the reactants needed to synthesize it. The reactants are: [N:1]1([S:7]([NH:10][C:11]([C:13]2[CH2:17][CH:16]([C:18]3[CH:23]=[CH:22][CH:21]=[CH:20][CH:19]=3)[N:15]([C:24]3[CH:29]=[CH:28][C:27]([Cl:30])=[CH:26][CH:25]=3)[N:14]=2)=O)(=[O:9])=[O:8])[CH2:6][CH2:5][CH2:4][CH2:3][CH2:2]1.P(Cl)(Cl)(Cl)(Cl)Cl.Cl.C[CH2:39][N:40](C(C)C)C(C)C. (4) Given the product [Br:2][CH2:6][C:7]1[C:12]([CH3:13])=[CH:11][CH:10]=[CH:9][C:8]=1[N:14]1[C:18](=[O:19])[N:17]([CH3:20])[N:16]=[N:15]1, predict the reactants needed to synthesize it. The reactants are: P(Br)(Br)[Br:2].O[CH2:6][C:7]1[C:12]([CH3:13])=[CH:11][CH:10]=[CH:9][C:8]=1[N:14]1[C:18](=[O:19])[N:17]([CH3:20])[N:16]=[N:15]1. (5) Given the product [CH3:1][S:2]([C:3]1[CH:8]=[C:7]([C@@H:9]([NH:12][C:13]([C:15]2[C:16]3[CH:23]=[N:22][N:21]([C:24]4[CH:25]=[CH:26][C:27]([F:30])=[CH:28][CH:29]=4)[C:17]=3[CH:18]=[N:19][CH:20]=2)=[O:14])[CH2:10][CH3:11])[CH:6]=[CH:5][N:4]=1)=[O:32], predict the reactants needed to synthesize it. The reactants are: [CH3:1][S:2][C:3]1[CH:8]=[C:7]([C@@H:9]([NH:12][C:13]([C:15]2[C:16]3[CH:23]=[N:22][N:21]([C:24]4[CH:29]=[CH:28][C:27]([F:30])=[CH:26][CH:25]=4)[C:17]=3[CH:18]=[N:19][CH:20]=2)=[O:14])[CH2:10][CH3:11])[CH:6]=[CH:5][N:4]=1.I([O-])(=O)(=O)=[O:32].[Na+]. (6) The reactants are: [Br:1][C:2]1[CH:7]=[CH:6][C:5]([C:8]2[O:12][N:11]=[C:10]([CH3:13])[C:9]=2[CH:14]=[O:15])=[CH:4][CH:3]=1.[CH:16]([Mg]Br)=[CH2:17]. Given the product [Br:1][C:2]1[CH:3]=[CH:4][C:5]([C:8]2[O:12][N:11]=[C:10]([CH3:13])[C:9]=2[CH:14]([OH:15])[CH:16]=[CH2:17])=[CH:6][CH:7]=1, predict the reactants needed to synthesize it. (7) Given the product [Cl:1][C:2]1[CH:3]=[CH:4][C:5]([N:8]2[C:21]([CH3:22])=[CH:20][CH:19]=[C:10]([C:11]([O:13][CH2:14][CH3:15])=[O:12])[C:9]2=[O:16])=[CH:6][CH:7]=1, predict the reactants needed to synthesize it. The reactants are: [Cl:1][C:2]1[CH:7]=[CH:6][C:5]([NH:8][C:9](=[O:16])[CH2:10][C:11]([O:13][CH2:14][CH3:15])=[O:12])=[CH:4][CH:3]=1.CO[CH:19]=[CH:20][C:21](=O)[CH3:22].C[O-].[Na+]. (8) The reactants are: [Si]([O:8][CH:9]([CH2:20][N:21]([CH3:29])[C:22](=[O:28])[O:23][C:24]([CH3:27])([CH3:26])[CH3:25])[CH2:10][N:11]([CH3:19])[C:12](=[O:18])[O:13][C:14]([CH3:17])([CH3:16])[CH3:15])(C(C)(C)C)(C)C.Cl.C([O-])(O)=O.[Na+]. Given the product [OH:8][CH:9]([CH2:20][N:21]([CH3:29])[C:22](=[O:28])[O:23][C:24]([CH3:27])([CH3:26])[CH3:25])[CH2:10][N:11]([CH3:19])[C:12](=[O:18])[O:13][C:14]([CH3:17])([CH3:16])[CH3:15], predict the reactants needed to synthesize it. (9) Given the product [CH3:41][O:40][C:38]([C:37]1[C:36]([C:20]2[CH:21]=[CH:22][CH:23]=[C:18]([C:17]3[O:16][N:15]=[C:14]([CH3:33])[C:13]=3[NH:12][C:11]([O:10][CH:8]([C:3]3[CH:4]=[CH:5][CH:6]=[CH:7][C:2]=3[Cl:1])[CH3:9])=[O:34])[CH:19]=2)=[CH:45][CH:44]=[CH:43][CH:42]=1)=[O:39], predict the reactants needed to synthesize it. The reactants are: [Cl:1][C:2]1[CH:7]=[CH:6][CH:5]=[CH:4][C:3]=1[CH:8]([O:10][C:11](=[O:34])[NH:12][C:13]1[C:14]([CH3:33])=[N:15][O:16][C:17]=1[C:18]1[CH:23]=[CH:22][CH:21]=[C:20](B2OC(C)(C)C(C)(C)O2)[CH:19]=1)[CH3:9].Br[C:36]1[CH:45]=[CH:44][CH:43]=[CH:42][C:37]=1[C:38]([O:40][CH3:41])=[O:39].